Dataset: CYP2D6 inhibition data for predicting drug metabolism from PubChem BioAssay. Task: Regression/Classification. Given a drug SMILES string, predict its absorption, distribution, metabolism, or excretion properties. Task type varies by dataset: regression for continuous measurements (e.g., permeability, clearance, half-life) or binary classification for categorical outcomes (e.g., BBB penetration, CYP inhibition). Dataset: cyp2d6_veith. The molecule is O=C1C2=CC[C@H]3C(=O)N(c4cccc(Oc5ccccc5)c4)C(=O)[C@@H]3[C@@H]2[C@H](O)[C@@H]2O[C@H]12. The result is 0 (non-inhibitor).